This data is from Forward reaction prediction with 1.9M reactions from USPTO patents (1976-2016). The task is: Predict the product of the given reaction. (1) Given the reactants [NH2:1][C:2]1[C:3]([OH:12])=[C:4]([CH:9]=[CH:10][CH:11]=1)[C:5]([O:7][CH3:8])=[O:6].C([O-])([O-])=O.[K+].[K+].Br[CH2:20][CH2:21]Br, predict the reaction product. The product is: [O:12]1[CH2:21][CH2:20][NH:1][C:2]2[CH:11]=[CH:10][CH:9]=[C:4]([C:5]([O:7][CH3:8])=[O:6])[C:3]1=2. (2) Given the reactants [CH2:1]([C:8]1[CH:17]=[C:12]([C:13]([O:15]C)=[O:14])[C:11]([NH2:18])=[CH:10][CH:9]=1)[C:2]1[CH:7]=[CH:6][CH:5]=[CH:4][CH:3]=1.[C:19](Cl)(=[O:22])[CH2:20][CH3:21].C(=O)(O)[O-].[Na+], predict the reaction product. The product is: [CH2:1]([C:8]1[CH:9]=[CH:10][C:11]([NH:18][C:19](=[O:22])[CH2:20][CH3:21])=[C:12]([CH:17]=1)[C:13]([OH:15])=[O:14])[C:2]1[CH:7]=[CH:6][CH:5]=[CH:4][CH:3]=1. (3) Given the reactants [F:1][C:2]1[CH:33]=[CH:32][C:5]([CH2:6][C:7]2[CH:16]=[C:15]3[C:10]([C:11]([OH:31])=[C:12]([C:26](OCC)=[O:27])[C:13](=[O:25])[N:14]3[CH2:17][CH2:18][N:19]3[CH2:23][CH2:22][CH2:21][C:20]3=[O:24])=[N:9][CH:8]=2)=[CH:4][CH:3]=1.[CH3:34][O:35][CH2:36][CH2:37][NH2:38], predict the reaction product. The product is: [F:1][C:2]1[CH:3]=[CH:4][C:5]([CH2:6][C:7]2[CH:16]=[C:15]3[C:10]([C:11]([OH:31])=[C:12]([C:26]([NH:38][CH2:37][CH2:36][O:35][CH3:34])=[O:27])[C:13](=[O:25])[N:14]3[CH2:17][CH2:18][N:19]3[CH2:23][CH2:22][CH2:21][C:20]3=[O:24])=[N:9][CH:8]=2)=[CH:32][CH:33]=1. (4) Given the reactants [C:1]([C:5]1[CH:6]=[C:7]([NH2:11])[CH:8]=[CH:9][CH:10]=1)([CH3:4])([CH3:3])[CH3:2].[N+:12]([O-:15])([O-])=[O:13].[K+].[F:17][C:18]([F:29])([F:28])[C:19](O[C:19](=[O:20])[C:18]([F:29])([F:28])[F:17])=[O:20], predict the reaction product. The product is: [C:1]([C:5]1[CH:10]=[CH:9][C:8]([N+:12]([O-:15])=[O:13])=[C:7]([NH:11][C:19](=[O:20])[C:18]([F:29])([F:28])[F:17])[CH:6]=1)([CH3:4])([CH3:2])[CH3:3]. (5) Given the reactants C[O:2][C:3]([CH:5]1[CH:10]([C:11]2[CH:16]=[CH:15][C:14]([F:17])=[CH:13][CH:12]=2)[CH2:9][CH2:8][N:7]([CH3:18])[CH2:6]1)=O.COCCO[AlH2-]OCCOC.[Na+], predict the reaction product. The product is: [F:17][C:14]1[CH:15]=[CH:16][C:11]([CH:10]2[CH2:9][CH2:8][N:7]([CH3:18])[CH2:6][CH:5]2[CH2:3][OH:2])=[CH:12][CH:13]=1.